From a dataset of Full USPTO retrosynthesis dataset with 1.9M reactions from patents (1976-2016). Predict the reactants needed to synthesize the given product. (1) Given the product [CH3:1][O:2][C:7]1[C:16]([OH:17])=[C:15]2[C:10]([CH:11]=[CH:12][CH:13]=[N:14]2)=[CH:9][CH:8]=1, predict the reactants needed to synthesize it. The reactants are: [CH3:1][O:2][Na].CO.Br[C:7]1[C:16]([OH:17])=[C:15]2[C:10]([CH:11]=[CH:12][CH:13]=[N:14]2)=[CH:9][CH:8]=1.C(N(CC([O-])=O)CC(O)=O)CN(CC([O-])=O)CC(O)=O.[Na+].[Na+].C([O-])(O)=O.[Na+]. (2) Given the product [CH3:31][O:30][C:21]1[CH:20]=[CH:19][N:18]=[C:17]2[C:22]=1[CH:23]=[C:15]([CH:7]([O:8][CH:9]1[CH2:14][CH2:13][CH2:12][CH2:11][O:10]1)[CH2:6][N:5]1[C:4](=[O:24])[C:3]3=[CH:25][CH:26]=[CH:27][CH:28]=[C:2]3[C:1]1=[O:29])[NH:16]2, predict the reactants needed to synthesize it. The reactants are: [C:1]1(=[O:29])[N:5]([CH2:6][CH:7]([C:15]2[NH:16][C:17]3[C:22]([CH:23]=2)=[CH:21][CH:20]=[CH:19][N:18]=3)[O:8][CH:9]2[CH2:14][CH2:13][CH2:12][CH2:11][O:10]2)[C:4](=[O:24])[C:3]2=[CH:25][CH:26]=[CH:27][CH:28]=[C:2]12.[OH:30][CH:31](C1NC2C(C=1)=C(OC)C=CN=2)CN1C(=O)C2=CC=CC=C2C1=O.O1C=CCCC1. (3) Given the product [F:25][C:26]([F:37])([F:36])[C:27]([NH:2][C:3]1[N:4]=[C:5]([C:12](=[O:13])[C:14]2[CH:19]=[CH:18][C:17]([N+:20]([O-:22])=[O:21])=[C:16]([O:23][CH3:24])[CH:15]=2)[N:6]2[CH:11]=[CH:10][CH:9]=[CH:8][C:7]=12)=[O:28], predict the reactants needed to synthesize it. The reactants are: Cl.[NH2:2][C:3]1[N:4]=[C:5]([C:12]([C:14]2[CH:19]=[CH:18][C:17]([N+:20]([O-:22])=[O:21])=[C:16]([O:23][CH3:24])[CH:15]=2)=[O:13])[N:6]2[CH:11]=[CH:10][CH:9]=[CH:8][C:7]=12.[F:25][C:26]([F:37])([F:36])[C:27](O[C:27](=[O:28])[C:26]([F:37])([F:36])[F:25])=[O:28].C(N(CC)CC)C. (4) Given the product [C:1]([O:9][C:10]1[C:11](=[O:40])[N:12]([CH3:39])[CH:13]=[C:14]([CH2:19][CH2:20][O:21][Si:22]([C:35]([CH3:36])([CH3:38])[CH3:37])([C:23]2[CH:24]=[CH:25][CH:26]=[CH:27][CH:28]=2)[C:29]2[CH:30]=[CH:31][CH:32]=[CH:33][CH:34]=2)[C:15]=1[C:16](=[O:18])[NH:69][CH2:68][C:67]1[CH:70]=[CH:71][CH:72]=[C:65]([Cl:64])[CH:66]=1)(=[O:8])[C:2]1[CH:3]=[CH:4][CH:5]=[CH:6][CH:7]=1, predict the reactants needed to synthesize it. The reactants are: [C:1]([O:9][C:10]1[C:11](=[O:40])[N:12]([CH3:39])[CH:13]=[C:14]([CH2:19][CH2:20][O:21][Si:22]([C:35]([CH3:38])([CH3:37])[CH3:36])([C:29]2[CH:34]=[CH:33][CH:32]=[CH:31][CH:30]=2)[C:23]2[CH:28]=[CH:27][CH:26]=[CH:25][CH:24]=2)[C:15]=1[C:16]([OH:18])=O)(=[O:8])[C:2]1[CH:7]=[CH:6][CH:5]=[CH:4][CH:3]=1.O.ON1C2C=CC=CC=2N=N1.Cl.C(N=C=NCCCN(C)C)C.[Cl:64][C:65]1[CH:66]=[C:67]([CH:70]=[CH:71][CH:72]=1)[CH2:68][NH2:69]. (5) Given the product [C:15]([C:19]1[CH:24]=[CH:23][C:22](/[C:25](/[Sn:5]([CH2:6][CH2:7][CH2:8][CH3:9])([CH2:10][CH2:11][CH2:12][CH3:13])[CH2:1][CH2:2][CH2:3][CH3:4])=[CH:26]\[C@@H:27]2[N:31]([CH2:32][C:33]3[CH:38]=[CH:37][C:36]([O:39][CH3:40])=[CH:35][C:34]=3[O:41][CH3:42])[C:30](=[O:43])[CH2:29][CH2:28]2)=[CH:21][CH:20]=1)([CH3:18])([CH3:16])[CH3:17], predict the reactants needed to synthesize it. The reactants are: [CH2:1]([Sn:5](Cl)([CH2:10][CH2:11][CH2:12][CH3:13])[CH2:6][CH2:7][CH2:8][CH3:9])[CH2:2][CH2:3][CH3:4].[C:15]([C:19]1[CH:24]=[CH:23][C:22]([C:25]#[C:26][C@@H:27]2[N:31]([CH2:32][C:33]3[CH:38]=[CH:37][C:36]([O:39][CH3:40])=[CH:35][C:34]=3[O:41][CH3:42])[C:30](=[O:43])[CH2:29][CH2:28]2)=[CH:21][CH:20]=1)([CH3:18])([CH3:17])[CH3:16]. (6) Given the product [F:21][C:11]1([F:22])[C:12]2[C:17](=[CH:16][CH:15]=[CH:14][C:13]=2[C@@H:18]([OH:20])[CH3:19])[N:9]([CH2:8][C:4]2[CH:3]=[C:2]([C:24]#[N:25])[CH:7]=[CH:6][N:5]=2)[C:10]1=[O:23], predict the reactants needed to synthesize it. The reactants are: Br[C:2]1[CH:7]=[CH:6][N:5]=[C:4]([CH2:8][N:9]2[C:17]3[C:12](=[C:13]([C@@H:18]([OH:20])[CH3:19])[CH:14]=[CH:15][CH:16]=3)[C:11]([F:22])([F:21])[C:10]2=[O:23])[CH:3]=1.[CH3:24][N:25](C)C=O. (7) Given the product [Cl:9][C:8]1[N:1]=[C:2]([Cl:3])[N:4]=[C:5]([N:12]2[CH2:17][CH2:16][C:15](=[O:20])[CH2:14][CH2:13]2)[N:7]=1, predict the reactants needed to synthesize it. The reactants are: [N:1]1[C:8]([Cl:9])=[N:7][C:5](Cl)=[N:4][C:2]=1[Cl:3].Cl.O.[NH:12]1[CH2:17][CH2:16][CH2:15][CH2:14][C:13]1=O.C(=O)([O-])[OH:20].[Na+].